The task is: Predict the product of the given reaction.. This data is from Forward reaction prediction with 1.9M reactions from USPTO patents (1976-2016). (1) Given the reactants [CH3:1][O:2][C:3]1[N:8]=[C:7]([CH2:9][N:10]2[C:18]3[C:13](=[C:14]([N+:19]([O-])=O)[CH:15]=[CH:16][CH:17]=3)[C:12]([CH:22]=[CH2:23])=[N:11]2)[CH:6]=[CH:5][CH:4]=1, predict the reaction product. The product is: [CH2:22]([C:12]1[C:13]2[C:14]([NH2:19])=[CH:15][CH:16]=[CH:17][C:18]=2[N:10]([CH2:9][C:7]2[CH:6]=[CH:5][CH:4]=[C:3]([O:2][CH3:1])[N:8]=2)[N:11]=1)[CH3:23]. (2) Given the reactants [CH3:1][N:2]([CH3:52])[CH:3]1[CH2:8][CH2:7][N:6]([C:9]2[CH:14]=[C:13]([C:15]3[C:23]4[C:22]([NH:24][C@H:25]([C:27]5[N:32]([C:33]6[CH:38]=[CH:37][CH:36]=[CH:35][CH:34]=6)[C:31](=[O:39])[C:30]6=[C:40]([CH3:43])[CH:41]=[CH:42][N:29]6[N:28]=5)[CH3:26])=[N:21][CH:20]=[N:19][C:18]=4[N:17](COCC[Si](C)(C)C)[CH:16]=3)[CH:12]=[CH:11][N:10]=2)[CH2:5][CH2:4]1.FC(F)(F)C(O)=O.N, predict the reaction product. The product is: [CH3:52][N:2]([CH3:1])[CH:3]1[CH2:4][CH2:5][N:6]([C:9]2[CH:14]=[C:13]([C:15]3[C:23]4[C:22]([NH:24][C@H:25]([C:27]5[N:32]([C:33]6[CH:34]=[CH:35][CH:36]=[CH:37][CH:38]=6)[C:31](=[O:39])[C:30]6=[C:40]([CH3:43])[CH:41]=[CH:42][N:29]6[N:28]=5)[CH3:26])=[N:21][CH:20]=[N:19][C:18]=4[NH:17][CH:16]=3)[CH:12]=[CH:11][N:10]=2)[CH2:7][CH2:8]1. (3) Given the reactants [CH3:1][O:2][C:3](=[O:20])[NH:4][C:5]1[S:6][C:7]2[C:13]([CH:14]([OH:17])[CH2:15][Br:16])=[CH:12][CH:11]=[C:10]([O:18][CH3:19])[C:8]=2[N:9]=1, predict the reaction product. The product is: [CH3:1][O:2][C:3](=[O:20])[NH:4][C:5]1[S:6][C:7]2[C:13]([C:14](=[O:17])[CH2:15][Br:16])=[CH:12][CH:11]=[C:10]([O:18][CH3:19])[C:8]=2[N:9]=1. (4) Given the reactants C([Li])CCC.CCCCCC.Br[C:13]1[CH:14]=[C:15]([C:21]2[CH:26]=[CH:25][N:24]=[CH:23][CH:22]=2)[CH:16]=[CH:17][C:18]=1[O:19][CH3:20].C([O:29][B:30](OCC)[O:31]CC)C.[Cl-].[NH4+], predict the reaction product. The product is: [CH3:20][O:19][C:18]1[CH:17]=[CH:16][C:15]([C:21]2[CH:26]=[CH:25][N:24]=[CH:23][CH:22]=2)=[CH:14][C:13]=1[B:30]([OH:31])[OH:29]. (5) Given the reactants B.C1COCC1.[C:7]1([C@@H:13]2[CH2:18][N:17]3[CH2:19][CH2:20][N:14]2[CH2:15][CH2:16]3)[CH:12]=[CH:11][CH:10]=[CH:9][CH:8]=1.CC(C)=O.[Cl:25][CH2:26][Cl:27], predict the reaction product. The product is: [Cl-:25].[Cl:27][CH2:26][N+:17]12[CH2:19][CH2:20][N:14]([CH2:15][CH2:16]1)[C@H:13]([C:7]1[CH:12]=[CH:11][CH:10]=[CH:9][CH:8]=1)[CH2:18]2. (6) Given the reactants Cl.[NH:2]1[CH2:6][CH2:5][C@@H:4]([NH:7][C:8]([C:10]2[C:14]3[N:15]=[CH:16][N:17]=[C:18]([C:19]4[C:27]5[O:26][CH2:25][O:24][C:23]=5[CH:22]=[CH:21][C:20]=4[O:28][CH2:29][CH:30]4[CH2:32][CH2:31]4)[C:13]=3[NH:12][CH:11]=2)=[O:9])[CH2:3]1.[CH:33]1([C:36](Cl)=[O:37])[CH2:35][CH2:34]1, predict the reaction product. The product is: [CH:33]1([C:36]([N:2]2[CH2:6][CH2:5][C@@H:4]([NH:7][C:8]([C:10]3[C:14]4[N:15]=[CH:16][N:17]=[C:18]([C:19]5[C:27]6[O:26][CH2:25][O:24][C:23]=6[CH:22]=[CH:21][C:20]=5[O:28][CH2:29][CH:30]5[CH2:32][CH2:31]5)[C:13]=4[NH:12][CH:11]=3)=[O:9])[CH2:3]2)=[O:37])[CH2:35][CH2:34]1. (7) Given the reactants [CH:1]1([NH2:7])[CH2:6][CH2:5][CH2:4][CH2:3][CH2:2]1.[CH3:8][O:9][CH:10]([O:13][CH3:14])[CH:11]=O, predict the reaction product. The product is: [CH3:8][O:9][CH:10]([O:13][CH3:14])[CH2:11][NH:7][CH:1]1[CH2:6][CH2:5][CH2:4][CH2:3][CH2:2]1. (8) The product is: [Br:1][C:2]1[CH:11]=[CH:10][C:9]2[N:8]=[C:7]([NH:35][C:34]3[CH:33]=[CH:32][C:31]([N:25]4[CH2:30][CH2:29][CH2:28][CH2:27][CH2:26]4)=[CH:37][CH:36]=3)[C:6]3=[N:13][NH:14][CH:15]=[C:5]3[C:4]=2[CH:3]=1. Given the reactants [Br:1][C:2]1[CH:11]=[CH:10][C:9]2[N:8]=[C:7](Cl)[C:6]3=[N:13][N:14](CC4C=CC(OC)=CC=4)[CH:15]=[C:5]3[C:4]=2[CH:3]=1.[N:25]1([C:31]2[CH:37]=[CH:36][C:34]([NH2:35])=[CH:33][CH:32]=2)[CH2:30][CH2:29][CH2:28][CH2:27][CH2:26]1.Cl, predict the reaction product. (9) Given the reactants C(OC([N:8]1[CH2:12][C@H:11]([CH2:13][NH:14][C:15]2[CH:20]=[CH:19][C:18]([Cl:21])=[CH:17][CH:16]=2)[C@@H:10]([CH2:22][C:23]2[CH:28]=[CH:27][CH:26]=[CH:25][CH:24]=2)[CH2:9]1)=O)(C)(C)C.Cl[CH2:30][C:31]1[C:40]2[C:35](=[CH:36][CH:37]=[CH:38][CH:39]=2)[CH:34]=[CH:33][CH:32]=1.CC#N.O.CC#N, predict the reaction product. The product is: [CH2:22]([C@H:10]1[CH2:9][NH:8][CH2:12][C@@H:11]1[CH2:13][N:14]([C:15]1[CH:16]=[CH:17][C:18]([Cl:21])=[CH:19][CH:20]=1)[CH2:30][C:31]1[C:40]2[C:35](=[CH:36][CH:37]=[CH:38][CH:39]=2)[CH:34]=[CH:33][CH:32]=1)[C:23]1[CH:28]=[CH:27][CH:26]=[CH:25][CH:24]=1. (10) Given the reactants [Cl:1][C:2]1[C:19]([CH2:20][N:21]2[CH2:41][CH2:40][C:24]3([O:29][CH2:28][CH2:27][N:26]([C:30]([C:32]4[N:33]=[C:34]([CH:37]([CH3:39])[CH3:38])[S:35][CH:36]=4)=[O:31])[CH2:25]3)[CH2:23][CH2:22]2)=[CH:18][CH:17]=[CH:16][C:3]=1[CH2:4][CH2:5][O:6][CH2:7][CH2:8][C:9]([O:11]C(C)(C)C)=[O:10].FC1C(CN2CCC3(OCCN(C(C4N=C(C(C)C)SC=4)=O)C3)CC2)=CC=CC=1CCOCCC([O-])=O, predict the reaction product. The product is: [Cl:1][C:2]1[C:19]([CH2:20][N:21]2[CH2:22][CH2:23][C:24]3([O:29][CH2:28][CH2:27][N:26]([C:30]([C:32]4[N:33]=[C:34]([CH:37]([CH3:38])[CH3:39])[S:35][CH:36]=4)=[O:31])[CH2:25]3)[CH2:40][CH2:41]2)=[CH:18][CH:17]=[CH:16][C:3]=1[CH2:4][CH2:5][O:6][CH2:7][CH2:8][C:9]([OH:11])=[O:10].